This data is from Forward reaction prediction with 1.9M reactions from USPTO patents (1976-2016). The task is: Predict the product of the given reaction. (1) Given the reactants [Li+].CC([N-]C(C)C)C.[Cl:9][C:10]1[CH:11]=[C:12]([Br:16])[CH:13]=[CH:14][CH:15]=1.[CH2:17]1[O:20][CH:18]1[CH3:19], predict the reaction product. The product is: [Br:16][C:12]1[CH:13]=[CH:14][CH:15]=[C:10]([Cl:9])[C:11]=1[CH2:17][CH:18]([OH:20])[CH3:19]. (2) Given the reactants [C:1]([CH2:3][C:4]([O:6][C:7]([CH3:10])([CH3:9])[CH3:8])=[O:5])#[N:2].C(O[CH:16](N(C)C)[N:17]([CH3:19])[CH3:18])(C)(C)C, predict the reaction product. The product is: [C:1]([C:3](=[CH:16][N:17]([CH3:19])[CH3:18])[C:4]([O:6][C:7]([CH3:10])([CH3:9])[CH3:8])=[O:5])#[N:2]. (3) Given the reactants C[O:2][C:3]([C:5]1[CH:14]=[C:13]([O:15][CH:16]([C:23]([O:25]C)=[O:24])[C:17]2[CH:22]=[CH:21][CH:20]=[CH:19][CH:18]=2)[C:12]2[C:7](=[CH:8][C:9]([Cl:28])=[CH:10][C:11]=2[Cl:27])[CH:6]=1)=[O:4].[Li+].[OH-], predict the reaction product. The product is: [C:23]([CH:16]([C:17]1[CH:22]=[CH:21][CH:20]=[CH:19][CH:18]=1)[O:15][C:13]1[C:12]2[C:7](=[CH:8][C:9]([Cl:28])=[CH:10][C:11]=2[Cl:27])[CH:6]=[C:5]([C:3]([OH:4])=[O:2])[CH:14]=1)([OH:25])=[O:24]. (4) The product is: [Cl:1][C:2]1[CH:3]=[C:4]([N:8]2[CH2:13][CH2:12][N:11]([C:15]([NH:14][C:17]3[CH:26]=[CH:25][CH:24]=[C:23]4[C:18]=3[CH:19]=[CH:20][N:21]=[CH:22]4)=[O:16])[CH2:10][CH2:9]2)[CH:5]=[CH:6][CH:7]=1. Given the reactants [Cl:1][C:2]1[CH:3]=[C:4]([N:8]2[CH2:13][CH2:12][NH:11][CH2:10][CH2:9]2)[CH:5]=[CH:6][CH:7]=1.[N:14]([C:17]1[CH:26]=[CH:25][CH:24]=[C:23]2[C:18]=1[CH:19]=[CH:20][N:21]=[CH:22]2)=[C:15]=[O:16], predict the reaction product. (5) Given the reactants [N:1]1([C:7]2[CH:14]=[CH:13][C:10]([C:11]#[N:12])=[CH:9][CH:8]=2)[CH2:6][CH2:5][NH:4][CH2:3][CH2:2]1.[F:15][C:16]1[C:24]([S:25]([CH3:28])(=[O:27])=[O:26])=[CH:23][CH:22]=[C:21]([F:29])[C:17]=1[C:18](O)=[O:19], predict the reaction product. The product is: [F:15][C:16]1[C:24]([S:25]([CH3:28])(=[O:27])=[O:26])=[CH:23][CH:22]=[C:21]([F:29])[C:17]=1[C:18]([N:4]1[CH2:5][CH2:6][N:1]([C:7]2[CH:8]=[CH:9][C:10]([C:11]#[N:12])=[CH:13][CH:14]=2)[CH2:2][CH2:3]1)=[O:19]. (6) Given the reactants [F:1][C:2]([F:11])([F:10])[C:3]1[CH:8]=[CH:7][N:6]=[CH:5][C:4]=1[NH2:9].[H-].[Na+].[N:14]([C:17]1[CH:22]=[CH:21][C:20]([C:23]2[N:27]=[CH:26][N:25]([C:28]3[CH:33]=[CH:32][C:31]([O:34][C:35]([F:38])([F:37])[F:36])=[CH:30][CH:29]=3)[N:24]=2)=[CH:19][CH:18]=1)=[C:15]=[S:16], predict the reaction product. The product is: [F:38][C:35]([F:36])([F:37])[O:34][C:31]1[CH:30]=[CH:29][C:28]([N:25]2[CH:26]=[N:27][C:23]([C:20]3[CH:21]=[CH:22][C:17]([NH:14][C:15]([NH:9][C:4]4[CH:5]=[N:6][CH:7]=[CH:8][C:3]=4[C:2]([F:1])([F:10])[F:11])=[S:16])=[CH:18][CH:19]=3)=[N:24]2)=[CH:33][CH:32]=1. (7) Given the reactants [C:1]([O:5][C:6]([NH:8][C@@H:9]([CH2:13][NH:14][C:15]1C=[CH:19][CH:18]=[CH:17][C:16]=1[N+:21]([O-:23])=[O:22])[C:10]([OH:12])=[O:11])=[O:7])([CH3:4])([CH3:3])[CH3:2].COC(=O)C[N:28]1C2C=CC=CC=2NC[C@H](NC(OC(C)(C)C)=O)C1=O.ClC1([N+]([O-])=O)C=CC=NC1, predict the reaction product. The product is: [C:1]([O:5][C:6]([NH:8][C@@H:9]([CH2:13][NH:14][C:15]1[C:16]([N+:21]([O-:23])=[O:22])=[CH:17][CH:18]=[CH:19][N:28]=1)[C:10]([OH:12])=[O:11])=[O:7])([CH3:4])([CH3:3])[CH3:2]. (8) Given the reactants Br[C:2]1[CH:11]=[CH:10][C:9]2[C:4](=[CH:5][CH:6]=[C:7]([O:12][CH3:13])[CH:8]=2)[CH:3]=1.[C:14](=[O:17])([O-])[O-].[K+].[K+], predict the reaction product. The product is: [CH3:13][O:12][C:7]1[CH:6]=[CH:5][C:4]2[C:9](=[CH:10][CH:11]=[C:2]([C:2]3[CH:11]=[CH:10][CH:9]=[C:4]([O:17][CH3:14])[CH:3]=3)[CH:3]=2)[CH:8]=1. (9) Given the reactants [C:1]([C:3]([C:15]1[CH:20]=[CH:19][C:18]([Cl:21])=[C:17]([Cl:22])[CH:16]=1)([CH2:10][CH2:11][C:12]([O-])=[O:13])[CH2:4][CH2:5][C:6]([O:8][CH3:9])=[O:7])#[N:2], predict the reaction product. The product is: [Cl:22][C:17]1[CH:16]=[C:15]([C:3]2([CH2:4][CH2:5][C:6]([O:8][CH3:9])=[O:7])[CH2:1][NH:2][C:12](=[O:13])[CH2:11][CH2:10]2)[CH:20]=[CH:19][C:18]=1[Cl:21]. (10) Given the reactants I[C:2]1[CH:26]=[CH:25][CH:24]=[CH:23][C:3]=1[CH2:4][O:5][NH:6][C:7](=[O:22])[C:8]1[CH:13]=[CH:12][CH:11]=[CH:10][C:9]=1[NH:14][CH2:15][C:16]1[CH:21]=[CH:20][N:19]=[CH:18][CH:17]=1.[C:27]([O:30][CH2:31][CH2:32][O:33][CH2:34][C:35]#[CH:36])(=[O:29])[CH3:28], predict the reaction product. The product is: [N:19]1[CH:20]=[CH:21][C:16]([CH2:15][NH:14][C:9]2[CH:10]=[CH:11][CH:12]=[CH:13][C:8]=2[C:7]([NH:6][O:5][CH2:4][C:3]2[CH:23]=[CH:24][CH:25]=[CH:26][C:2]=2[C:36]#[C:35][CH2:34][O:33][CH2:32][CH2:31][O:30][C:27](=[O:29])[CH3:28])=[O:22])=[CH:17][CH:18]=1.